Dataset: Merck oncology drug combination screen with 23,052 pairs across 39 cell lines. Task: Regression. Given two drug SMILES strings and cell line genomic features, predict the synergy score measuring deviation from expected non-interaction effect. (1) Drug 1: CNC(=O)c1cc(Oc2ccc(NC(=O)Nc3ccc(Cl)c(C(F)(F)F)c3)cc2)ccn1. Drug 2: Cn1cc(-c2cnn3c(N)c(Br)c(C4CCCNC4)nc23)cn1. Cell line: A2058. Synergy scores: synergy=9.98. (2) Drug 1: Cn1nnc2c(C(N)=O)ncn2c1=O. Drug 2: NC(=O)c1cccc2cn(-c3ccc(C4CCCNC4)cc3)nc12. Cell line: LOVO. Synergy scores: synergy=50.4.